Predict which catalyst facilitates the given reaction. From a dataset of Catalyst prediction with 721,799 reactions and 888 catalyst types from USPTO. (1) Reactant: [F:1][C:2]([F:14])([F:13])[C:3]([N:5]([CH3:12])[C:6]1[CH:7]=[N:8][O:9][C:10]=1[CH3:11])=O.C[O-].[Na+]. Product: [CH3:12][N:5]1[C:6]([C:10](=[O:9])[CH3:11])=[CH:7][N:8]=[C:3]1[C:2]([F:14])([F:13])[F:1]. The catalyst class is: 50. (2) Reactant: [Cl:1][C:2]1[N:7]=[C:6]([CH2:8][C:9]([C:11]2[C:12]([F:24])=[C:13]([NH:17][C:18](=[O:23])[O:19][CH2:20][CH:21]=[CH2:22])[CH:14]=[CH:15][CH:16]=2)=[O:10])[CH:5]=[CH:4][N:3]=1.C1C(=O)N([Br:32])C(=O)C1.O. Product: [Br:32][CH:8]([C:6]1[CH:5]=[CH:4][N:3]=[C:2]([Cl:1])[N:7]=1)[C:9]([C:11]1[C:12]([F:24])=[C:13]([NH:17][C:18](=[O:23])[O:19][CH2:20][CH:21]=[CH2:22])[CH:14]=[CH:15][CH:16]=1)=[O:10]. The catalyst class is: 44.